From a dataset of NCI-60 drug combinations with 297,098 pairs across 59 cell lines. Regression. Given two drug SMILES strings and cell line genomic features, predict the synergy score measuring deviation from expected non-interaction effect. (1) Drug 1: CN(C)C1=NC(=NC(=N1)N(C)C)N(C)C. Drug 2: CC(C)(C#N)C1=CC(=CC(=C1)CN2C=NC=N2)C(C)(C)C#N. Cell line: IGROV1. Synergy scores: CSS=-1.19, Synergy_ZIP=-1.47, Synergy_Bliss=-5.05, Synergy_Loewe=-4.67, Synergy_HSA=-4.61. (2) Drug 1: CCCCC(=O)OCC(=O)C1(CC(C2=C(C1)C(=C3C(=C2O)C(=O)C4=C(C3=O)C=CC=C4OC)O)OC5CC(C(C(O5)C)O)NC(=O)C(F)(F)F)O. Drug 2: CC12CCC3C(C1CCC2O)C(CC4=C3C=CC(=C4)O)CCCCCCCCCS(=O)CCCC(C(F)(F)F)(F)F. Cell line: HOP-62. Synergy scores: CSS=29.4, Synergy_ZIP=-6.04, Synergy_Bliss=-10.9, Synergy_Loewe=-19.4, Synergy_HSA=-14.2. (3) Drug 1: C1=NC2=C(N=C(N=C2N1C3C(C(C(O3)CO)O)O)F)N. Drug 2: C1CNP(=O)(OC1)N(CCCl)CCCl. Cell line: HCC-2998. Synergy scores: CSS=47.9, Synergy_ZIP=3.32, Synergy_Bliss=-1.01, Synergy_Loewe=-44.8, Synergy_HSA=-0.504. (4) Drug 2: COC1=C2C(=CC3=C1OC=C3)C=CC(=O)O2. Synergy scores: CSS=19.4, Synergy_ZIP=-6.53, Synergy_Bliss=-1.88, Synergy_Loewe=-11.8, Synergy_HSA=-0.633. Cell line: UACC62. Drug 1: C1=CN(C(=O)N=C1N)C2C(C(C(O2)CO)O)O.Cl. (5) Cell line: 786-0. Synergy scores: CSS=18.7, Synergy_ZIP=5.39, Synergy_Bliss=10.0, Synergy_Loewe=9.07, Synergy_HSA=10.1. Drug 1: CCCS(=O)(=O)NC1=C(C(=C(C=C1)F)C(=O)C2=CNC3=C2C=C(C=N3)C4=CC=C(C=C4)Cl)F. Drug 2: C1=CC=C(C(=C1)C(C2=CC=C(C=C2)Cl)C(Cl)Cl)Cl. (6) Drug 1: C1CC(C1)(C(=O)O)C(=O)O.[NH2-].[NH2-].[Pt+2]. Drug 2: CC1=C(N=C(N=C1N)C(CC(=O)N)NCC(C(=O)N)N)C(=O)NC(C(C2=CN=CN2)OC3C(C(C(C(O3)CO)O)O)OC4C(C(C(C(O4)CO)O)OC(=O)N)O)C(=O)NC(C)C(C(C)C(=O)NC(C(C)O)C(=O)NCCC5=NC(=CS5)C6=NC(=CS6)C(=O)NCCC[S+](C)C)O. Cell line: CAKI-1. Synergy scores: CSS=41.2, Synergy_ZIP=-7.42, Synergy_Bliss=-8.34, Synergy_Loewe=-21.7, Synergy_HSA=-2.68. (7) Drug 1: CC1=C(C(CCC1)(C)C)C=CC(=CC=CC(=CC(=O)O)C)C. Drug 2: CC1CCC2CC(C(=CC=CC=CC(CC(C(=O)C(C(C(=CC(C(=O)CC(OC(=O)C3CCCCN3C(=O)C(=O)C1(O2)O)C(C)CC4CCC(C(C4)OC)O)C)C)O)OC)C)C)C)OC. Cell line: U251. Synergy scores: CSS=11.5, Synergy_ZIP=13.3, Synergy_Bliss=16.1, Synergy_Loewe=-5.75, Synergy_HSA=7.23. (8) Drug 1: CC1CCC2CC(C(=CC=CC=CC(CC(C(=O)C(C(C(=CC(C(=O)CC(OC(=O)C3CCCCN3C(=O)C(=O)C1(O2)O)C(C)CC4CCC(C(C4)OC)O)C)C)O)OC)C)C)C)OC. Drug 2: CC1=C(C(=O)C2=C(C1=O)N3CC4C(C3(C2COC(=O)N)OC)N4)N. Cell line: NCI-H226. Synergy scores: CSS=12.5, Synergy_ZIP=5.95, Synergy_Bliss=10.4, Synergy_Loewe=5.88, Synergy_HSA=3.92. (9) Drug 1: CC12CCC(CC1=CCC3C2CCC4(C3CC=C4C5=CN=CC=C5)C)O. Drug 2: CCN(CC)CCCC(C)NC1=C2C=C(C=CC2=NC3=C1C=CC(=C3)Cl)OC. Cell line: ACHN. Synergy scores: CSS=9.78, Synergy_ZIP=-0.772, Synergy_Bliss=-0.930, Synergy_Loewe=-24.8, Synergy_HSA=-1.80.